This data is from Forward reaction prediction with 1.9M reactions from USPTO patents (1976-2016). The task is: Predict the product of the given reaction. (1) Given the reactants [N+:1]([C:4]1[CH:15]=[CH:14][C:7]([C:8]([NH:10][CH2:11][CH2:12][CH3:13])=[O:9])=[CH:6][CH:5]=1)([O-])=O.CCO.[H][H], predict the reaction product. The product is: [NH2:1][C:4]1[CH:5]=[CH:6][C:7]([C:8]([NH:10][CH2:11][CH2:12][CH3:13])=[O:9])=[CH:14][CH:15]=1. (2) Given the reactants [O:1]1[CH:5]=[CH:4][CH:3]=[C:2]1[C:6]([N:8]1[CH2:13][CH2:12][NH:11][CH2:10][CH2:9]1)=[O:7].Cl.[CH2:15]([O:17][C:18]1[CH:19]=[C:20]([C:27]2[C@@H:36]3[C@@H:31]([CH2:32][CH:33]=[CH:34][CH2:35]3)[C:30](=[O:37])[N:29]([C:38]3[CH:43]=[CH:42][C:41]([C:44](N4CCN(C5C=CC=CC=5)CC4)=[O:45])=[CH:40][CH:39]=3)[N:28]=2)[CH:21]=[CH:22][C:23]=1[O:24][CH2:25][CH3:26])[CH3:16], predict the reaction product. The product is: [CH2:15]([O:17][C:18]1[CH:19]=[C:20]([C:27]2[C@@H:36]3[C@@H:31]([CH2:32][CH:33]=[CH:34][CH2:35]3)[C:30](=[O:37])[N:29]([C:38]3[CH:39]=[CH:40][C:41]([C:44]([N:11]4[CH2:10][CH2:9][N:8]([C:6]([C:2]5[O:1][CH:5]=[CH:4][CH:3]=5)=[O:7])[CH2:13][CH2:12]4)=[O:45])=[CH:42][CH:43]=3)[N:28]=2)[CH:21]=[CH:22][C:23]=1[O:24][CH2:25][CH3:26])[CH3:16]. (3) Given the reactants [CH3:1][C:2](=[CH2:5])[CH2:3][OH:4].CC(N=NC(C#N)(C)C)(C#N)C.[Cl:18][C:19]1[CH:24]=[CH:23][C:22]([SH:25])=[CH:21][CH:20]=1.[C:26]1(=[O:31])[CH2:30][CH2:29][CH2:28][CH2:27]1.CC1C=CC(S(O)(=O)=[O:40])=CC=1, predict the reaction product. The product is: [Cl:18][C:19]1[CH:24]=[CH:23][C:22]([S:25][CH2:5][C:2]2([CH3:1])[CH2:3][O:4][C:26]3([CH2:30][CH2:29][CH2:28][CH2:27]3)[O:31][O:40]2)=[CH:21][CH:20]=1. (4) Given the reactants Cl.Cl.[N:3]1([CH2:9][C:10]2[CH:11]=[C:12]3[C:17](=[CH:18][CH:19]=2)[CH2:16][NH:15][CH2:14][CH2:13]3)[CH2:8][CH2:7][CH2:6][CH2:5][CH2:4]1.C(N(CC)CC)C.O=[C:28]1[CH2:32][CH2:31][N:30]([C:33]([O:35][C:36]([CH3:39])([CH3:38])[CH3:37])=[O:34])[CH2:29]1.C(O[BH-](OC(=O)C)OC(=O)C)(=O)C.[Na+].C(=O)([O-])O.[Na+], predict the reaction product. The product is: [N:3]1([CH2:9][C:10]2[CH:11]=[C:12]3[C:17](=[CH:18][CH:19]=2)[CH2:16][N:15]([CH:32]2[CH2:28][CH2:29][N:30]([C:33]([O:35][C:36]([CH3:39])([CH3:38])[CH3:37])=[O:34])[CH2:31]2)[CH2:14][CH2:13]3)[CH2:4][CH2:5][CH2:6][CH2:7][CH2:8]1. (5) The product is: [CH3:14][N:9]1[C:10]2[C:5](=[C:4]([N+:1]([O-:3])=[O:2])[CH:13]=[CH:12][CH:11]=2)[CH:6]=[CH:7][CH2:8]1. Given the reactants [N+:1]([C:4]1[CH:13]=[CH:12][CH:11]=[C:10]2[C:5]=1[CH:6]=[CH:7][CH:8]=[N:9]2)([O-:3])=[O:2].[CH3:14]I, predict the reaction product. (6) Given the reactants [NH2:1][OH:2].[CH3:3][O:4][C:5]1[CH:12]=[CH:11][CH:10]=[CH:9][C:6]=1[C:7]#[N:8], predict the reaction product. The product is: [OH:2][N:1]=[C:7]([C:6]1[CH:9]=[CH:10][CH:11]=[CH:12][C:5]=1[O:4][CH3:3])[NH2:8]. (7) Given the reactants [Cl:1][C:2]1[CH:3]=[N:4][C:5]2[N:6]([N:8]=[C:9]([C:11]([OH:13])=O)[CH:10]=2)[CH:7]=1.CN(C(ON1N=NC2C=CC=NC1=2)=[N+](C)C)C.F[P-](F)(F)(F)(F)F.CCN(C(C)C)C(C)C.[S:47]1[C:56]2[CH2:55][CH2:54][NH:53][CH2:52][CH2:51][C:50]=2[NH:49][C:48]1=[O:57], predict the reaction product. The product is: [Cl:1][C:2]1[CH:3]=[N:4][C:5]2[N:6]([N:8]=[C:9]([C:11]([N:53]3[CH2:54][CH2:55][C:56]4[S:47][C:48](=[O:57])[NH:49][C:50]=4[CH2:51][CH2:52]3)=[O:13])[CH:10]=2)[CH:7]=1. (8) The product is: [Cl:1][C:2]1[CH:35]=[CH:34][CH:33]=[C:32]([C:36]([F:39])([F:37])[F:38])[C:3]=1[C:4]([N:6]1[C:14]2[C:9](=[CH:10][CH:11]=[C:12]([C:15]3[O:20][C:18]([CH2:19][OH:40])=[CH:17][N:16]=3)[CH:13]=2)[C:8]([C:21]2[CH:30]=[CH:29][C:24]([C:25]([OH:27])=[O:26])=[CH:23][C:22]=2[F:31])=[N:7]1)=[O:5]. Given the reactants [Cl:1][C:2]1[CH:35]=[CH:34][CH:33]=[C:32]([C:36]([F:39])([F:38])[F:37])[C:3]=1[C:4]([N:6]1[C:14]2[C:9](=[CH:10][CH:11]=[C:12]([C:15](=[O:20])[NH:16][CH2:17][C:18]#[CH:19])[CH:13]=2)[C:8]([C:21]2[CH:30]=[CH:29][C:24]([C:25]([O:27]C)=[O:26])=[CH:23][C:22]=2[F:31])=[N:7]1)=[O:5].[OH:40][Li].O, predict the reaction product. (9) Given the reactants [NH2:1][C:2]1[C:3](=[O:17])[N:4]([CH2:9][C:10]([O:12][C:13]([CH3:16])([CH3:15])[CH3:14])=[O:11])[C:5]([CH3:8])=[CH:6][CH:7]=1.CN1CCOCC1.[CH3:25][C:26]1[CH:27]=[C:28]([S:32](Cl)(=[O:34])=[O:33])[CH:29]=[CH:30][CH:31]=1, predict the reaction product. The product is: [CH3:25][C:26]1[CH:27]=[C:28]([S:32]([NH:1][C:2]2[C:3](=[O:17])[N:4]([CH2:9][C:10]([O:12][C:13]([CH3:16])([CH3:15])[CH3:14])=[O:11])[C:5]([CH3:8])=[CH:6][CH:7]=2)(=[O:34])=[O:33])[CH:29]=[CH:30][CH:31]=1. (10) Given the reactants [CH2:1]([NH:3][C:4]1[N:5]=[C:6]([NH:22]CC2CC2)[C:7]2[N:13]=[C:12]([NH:14][CH2:15][CH3:16])[N:11]=[C:10]([NH:17][CH2:18][CH:19]3[CH2:21][CH2:20]3)[C:8]=2[N:9]=1)[CH3:2].Cl.C(OCC)C.Cl.[Cl:34]C1N=[C:37](NCCC)[C:38]2N=C(NC)N=[C:42](NCCC)[C:43]=2N=1, predict the reaction product. The product is: [ClH:34].[CH2:15]([N:14]([CH2:37][CH:38]1[CH2:42][CH2:43]1)[C:12]1[N:11]=[C:10]([NH:17][CH2:18][CH:19]2[CH2:21][CH2:20]2)[C:8]2[N:9]=[C:4]([NH:3][CH2:1][CH3:2])[N:5]=[C:6]([NH2:22])[C:7]=2[N:13]=1)[CH3:16].